This data is from Full USPTO retrosynthesis dataset with 1.9M reactions from patents (1976-2016). The task is: Predict the reactants needed to synthesize the given product. (1) Given the product [Br:3][C:4]1[C:5]([Cl:23])=[C:6]([N:10]2[C:19](=[O:20])[C:18]3[C:13](=[C:14]([F:21])[CH:15]=[CH:16][CH:17]=3)[N:12]([CH3:24])[C:11]2=[O:22])[CH:7]=[CH:8][CH:9]=1, predict the reactants needed to synthesize it. The reactants are: IC.[Br:3][C:4]1[C:5]([Cl:23])=[C:6]([N:10]2[C:19](=[O:20])[C:18]3[C:13](=[C:14]([F:21])[CH:15]=[CH:16][CH:17]=3)[NH:12][C:11]2=[O:22])[CH:7]=[CH:8][CH:9]=1.[CH3:24]N(C=O)C.C([O-])([O-])=O.[Cs+].[Cs+]. (2) Given the product [Cl:1][C:2]1[N:9]=[C:8]([CH3:10])[CH:7]=[C:6]([OH:14])[C:3]=1[C:4]#[N:5], predict the reactants needed to synthesize it. The reactants are: [Cl:1][C:2]1[N:9]=[C:8]([CH3:10])[CH:7]=[C:6](Cl)[C:3]=1[C:4]#[N:5].C([O-])(=[O:14])C.[Cs+]. (3) Given the product [CH3:46][S:47]([N:2]1[CH2:3][CH:4]([CH:6]([NH:8][C:9]([C:11]2[C:19]3[C:14](=[N:15][CH:16]=[C:17]([C:20]4[C:28]5[C:23](=[CH:24][C:25]([Cl:29])=[CH:26][CH:27]=5)[N:22]([CH3:30])[N:21]=4)[N:18]=3)[N:13]([CH2:31][O:32][CH2:33][CH2:34][Si:35]([CH3:37])([CH3:36])[CH3:38])[CH:12]=2)=[O:10])[CH3:7])[CH2:5]1)(=[O:49])=[O:48], predict the reactants needed to synthesize it. The reactants are: Cl.[NH:2]1[CH2:5][CH:4]([CH:6]([NH:8][C:9]([C:11]2[C:19]3[C:14](=[N:15][CH:16]=[C:17]([C:20]4[C:28]5[C:23](=[CH:24][C:25]([Cl:29])=[CH:26][CH:27]=5)[N:22]([CH3:30])[N:21]=4)[N:18]=3)[N:13]([CH2:31][O:32][CH2:33][CH2:34][Si:35]([CH3:38])([CH3:37])[CH3:36])[CH:12]=2)=[O:10])[CH3:7])[CH2:3]1.C(N(CC)CC)C.[CH3:46][S:47](Cl)(=[O:49])=[O:48].